This data is from Reaction yield outcomes from USPTO patents with 853,638 reactions. The task is: Predict the reaction yield, written as a fraction of the theoretical maximum amount of product (1.0 means a 100% yield; for example, 0.34 means a 34% yield). (1) The reactants are Br[C:2]1[CH:14]=[CH:13][C:12]([C:15]([NH2:17])=[O:16])=[C:11]2[C:3]=1[C:4]1[CH2:5][CH2:6][CH:7]([CH2:18][OH:19])[CH2:8][C:9]=1[NH:10]2.[CH3:20][C:21]1[C:26](B2OC(C)(C)C(C)(C)O2)=[CH:25][CH:24]=[CH:23][C:22]=1[N:36]1[CH2:44][C:43]2[C:38](=[CH:39][CH:40]=[CH:41][CH:42]=2)[C:37]1=[O:45].P([O-])([O-])([O-])=O.[K+].[K+].[K+]. The catalyst is C1(C)C=CC=CC=1.C(O)C.CCOC(C)=O.C1C=CC([P]([Pd]([P](C2C=CC=CC=2)(C2C=CC=CC=2)C2C=CC=CC=2)([P](C2C=CC=CC=2)(C2C=CC=CC=2)C2C=CC=CC=2)[P](C2C=CC=CC=2)(C2C=CC=CC=2)C2C=CC=CC=2)(C2C=CC=CC=2)C2C=CC=CC=2)=CC=1. The product is [OH:19][CH2:18][CH:7]1[CH2:6][CH2:5][C:4]2[C:3]3[C:11](=[C:12]([C:15]([NH2:17])=[O:16])[CH:13]=[CH:14][C:2]=3[C:26]3[CH:25]=[CH:24][CH:23]=[C:22]([N:36]4[CH2:44][C:43]5[C:38](=[CH:39][CH:40]=[CH:41][CH:42]=5)[C:37]4=[O:45])[C:21]=3[CH3:20])[NH:10][C:9]=2[CH2:8]1. The yield is 0.530. (2) The reactants are B.N1C=CC=CC=1.[CH3:8][O:9][C:10]1[CH:15]=[CH:14][C:13]([CH:16]=[N:17][N:18]2[C:26](=[O:27])[C:25]3[C:20](=[CH:21][CH:22]=[CH:23][CH:24]=3)[C:19]2=[O:28])=[CH:12][C:11]=1[CH3:29]. The catalyst is C(O)(=O)C. The product is [CH3:8][O:9][C:10]1[CH:15]=[CH:14][C:13]([CH2:16][NH:17][N:18]2[C:26](=[O:27])[C:25]3[C:20](=[CH:21][CH:22]=[CH:23][CH:24]=3)[C:19]2=[O:28])=[CH:12][C:11]=1[CH3:29]. The yield is 0.680. (3) The reactants are [CH3:1][N:2]([CH3:6])[CH2:3][CH2:4][NH2:5].[Cl:7][C:8]1[S:12][C:11]([S:13](Cl)(=[O:15])=[O:14])=[CH:10][CH:9]=1.C(N(CC)CC)C. The catalyst is C1COCC1. The product is [CH3:1][N:2]([CH3:6])[CH2:3][CH2:4][NH:5][S:13]([C:11]1[S:12][C:8]([Cl:7])=[CH:9][CH:10]=1)(=[O:15])=[O:14]. The yield is 0.990.